This data is from Catalyst prediction with 721,799 reactions and 888 catalyst types from USPTO. The task is: Predict which catalyst facilitates the given reaction. (1) Reactant: [CH3:1][O:2][C:3]1[CH:8]=[CH:7][C:6]([C:9]2([CH2:12][C:13]#[N:14])[CH2:11][CH2:10]2)=[CH:5][CH:4]=1.OO.C(=O)([O-])[O-:18].[K+].[K+].O. Product: [CH3:1][O:2][C:3]1[CH:8]=[CH:7][C:6]([C:9]2([CH2:12][C:13]([NH2:14])=[O:18])[CH2:11][CH2:10]2)=[CH:5][CH:4]=1. The catalyst class is: 549. (2) Reactant: [CH2:1]([O:8][C:9]([N:11]1[CH2:15][CH:14]=[CH:13][CH2:12]1)=[O:10])[C:2]1[CH:7]=[CH:6][CH:5]=[CH:4][CH:3]=1.ClC1C=C(C=CC=1)C(OO)=[O:21]. Product: [CH2:1]([O:8][C:9]([N:11]1[CH2:15][CH:14]2[CH:13]([O:21]2)[CH2:12]1)=[O:10])[C:2]1[CH:3]=[CH:4][CH:5]=[CH:6][CH:7]=1. The catalyst class is: 4.